Dataset: NCI-60 drug combinations with 297,098 pairs across 59 cell lines. Task: Regression. Given two drug SMILES strings and cell line genomic features, predict the synergy score measuring deviation from expected non-interaction effect. (1) Cell line: RXF 393. Synergy scores: CSS=-6.89, Synergy_ZIP=2.95, Synergy_Bliss=-0.425, Synergy_Loewe=-2.47, Synergy_HSA=-6.10. Drug 2: C1CCC(C(C1)N)N.C(=O)(C(=O)[O-])[O-].[Pt+4]. Drug 1: C1C(C(OC1N2C=NC3=C(N=C(N=C32)Cl)N)CO)O. (2) Drug 1: CC1CCC2CC(C(=CC=CC=CC(CC(C(=O)C(C(C(=CC(C(=O)CC(OC(=O)C3CCCCN3C(=O)C(=O)C1(O2)O)C(C)CC4CCC(C(C4)OC)O)C)C)O)OC)C)C)C)OC. Drug 2: CC1C(C(CC(O1)OC2CC(CC3=C2C(=C4C(=C3O)C(=O)C5=CC=CC=C5C4=O)O)(C(=O)C)O)N)O. Cell line: HOP-92. Synergy scores: CSS=66.0, Synergy_ZIP=25.8, Synergy_Bliss=23.5, Synergy_Loewe=23.8, Synergy_HSA=25.8. (3) Drug 1: CN(C)C1=NC(=NC(=N1)N(C)C)N(C)C. Drug 2: CC1=C(C(=CC=C1)Cl)NC(=O)C2=CN=C(S2)NC3=CC(=NC(=N3)C)N4CCN(CC4)CCO. Cell line: HCC-2998. Synergy scores: CSS=-7.85, Synergy_ZIP=3.67, Synergy_Bliss=-2.22, Synergy_Loewe=-7.67, Synergy_HSA=-7.28. (4) Synergy scores: CSS=73.4, Synergy_ZIP=10.2, Synergy_Bliss=6.76, Synergy_Loewe=-5.64, Synergy_HSA=5.97. Cell line: HT29. Drug 1: C1=NC(=NC(=O)N1C2C(C(C(O2)CO)O)O)N. Drug 2: C#CCC(CC1=CN=C2C(=N1)C(=NC(=N2)N)N)C3=CC=C(C=C3)C(=O)NC(CCC(=O)O)C(=O)O. (5) Drug 1: C1=CC(=C2C(=C1NCCNCCO)C(=O)C3=C(C=CC(=C3C2=O)O)O)NCCNCCO. Drug 2: CC12CCC3C(C1CCC2O)C(CC4=C3C=CC(=C4)O)CCCCCCCCCS(=O)CCCC(C(F)(F)F)(F)F. Cell line: CAKI-1. Synergy scores: CSS=50.4, Synergy_ZIP=-1.98, Synergy_Bliss=-3.65, Synergy_Loewe=-24.4, Synergy_HSA=-1.35. (6) Drug 1: C1=NC2=C(N1)C(=S)N=C(N2)N. Drug 2: CN(CC1=CN=C2C(=N1)C(=NC(=N2)N)N)C3=CC=C(C=C3)C(=O)NC(CCC(=O)O)C(=O)O. Cell line: OVCAR-5. Synergy scores: CSS=42.1, Synergy_ZIP=-3.49, Synergy_Bliss=-3.53, Synergy_Loewe=-1.99, Synergy_HSA=-0.580. (7) Drug 1: C1=C(C(=O)NC(=O)N1)N(CCCl)CCCl. Drug 2: C1CC(C1)(C(=O)O)C(=O)O.[NH2-].[NH2-].[Pt+2]. Cell line: A498. Synergy scores: CSS=8.65, Synergy_ZIP=-9.33, Synergy_Bliss=-2.60, Synergy_Loewe=-6.99, Synergy_HSA=-1.01. (8) Drug 1: C1=C(C(=O)NC(=O)N1)N(CCCl)CCCl. Drug 2: C1C(C(OC1N2C=C(C(=O)NC2=O)F)CO)O. Cell line: HL-60(TB). Synergy scores: CSS=86.9, Synergy_ZIP=7.95, Synergy_Bliss=7.98, Synergy_Loewe=8.34, Synergy_HSA=11.9.